Dataset: Reaction yield outcomes from USPTO patents with 853,638 reactions. Task: Predict the reaction yield, written as a fraction of the theoretical maximum amount of product (1.0 means a 100% yield; for example, 0.34 means a 34% yield). (1) The reactants are [CH3:1][O:2][CH2:3][C:4]1[N:9]=[CH:8][N:7]=[C:6](O)[CH:5]=1.P(Cl)(Cl)([Cl:13])=O. The catalyst is ClCCl. The product is [Cl:13][C:6]1[CH:5]=[C:4]([CH2:3][O:2][CH3:1])[N:9]=[CH:8][N:7]=1. The yield is 0.770. (2) The yield is 0.100. The reactants are [F:1][C:2]1[CH:3]=[C:4]([CH:6]=[CH:7][CH:8]=1)[NH2:5].S(C1C=CC(C)=CC=1)(O[CH2:13][CH2:14][F:15])(=O)=O.N1C(C)=CC=CC=1C. The catalyst is CN(C=O)C.C(OCC)(=O)C. The product is [F:15][CH2:14][CH2:13][NH:5][C:4]1[CH:6]=[CH:7][CH:8]=[C:2]([F:1])[CH:3]=1. (3) The reactants are [NH2:1][C:2]1[C:3]([C:18]([O:20]C)=O)=[N:4][C:5]([CH:8]2[CH2:13][CH2:12][N:11]([C:14](=[O:17])[CH2:15][CH3:16])[CH2:10][CH2:9]2)=[CH:6][N:7]=1.O.[NH2:23][NH2:24]. The catalyst is CCO. The product is [NH2:1][C:2]1[C:3]([C:18]([NH:23][NH2:24])=[O:20])=[N:4][C:5]([CH:8]2[CH2:9][CH2:10][N:11]([C:14](=[O:17])[CH2:15][CH3:16])[CH2:12][CH2:13]2)=[CH:6][N:7]=1. The yield is 0.950. (4) The yield is 0.300. The product is [NH:18]1[CH:19]=[N:20][C:16]([C:12]2[CH:11]=[C:10]3[C:15](=[CH:14][CH:13]=2)[NH:7][N:8]=[C:9]3[C:40]2[CH:41]=[C:42]([CH:47]=[CH:48][CH:49]=2)[C:43]([OH:45])=[O:44])=[N:17]1. The reactants are O1CCCCC1[N:7]1[C:15]2[C:10](=[CH:11][C:12]([C:16]3[N:20]=[CH:19][N:18](C(C4C=CC=CC=4)(C4C=CC=CC=4)C4C=CC=CC=4)[N:17]=3)=[CH:13][CH:14]=2)[C:9]([C:40]2[CH:41]=[C:42]([CH:47]=[CH:48][CH:49]=2)[C:43]([O:45]C)=[O:44])=[N:8]1.[OH-].[Na+]. The catalyst is CO. (5) The reactants are C[C:2]1[CH:10]=[C:9]([CH:11]([C:13]2[CH:18]=[CH:17][CH:16]=[CH:15][CH:14]=2)[CH3:12])[CH:8]=[CH:7][C:3]=1[C:4]([OH:6])=O.ON1C2C=CC=CC=2N=N1.Cl.CN(C)CCCN=C=NCC.C(N(CC)CC)C.[NH2:48][CH2:49][C:50]1[C:51]([OH:58])=[N:52][C:53]([CH3:57])=[CH:54][C:55]=1[CH3:56]. The catalyst is ClCCl. The product is [OH:58][C:51]1[C:50]([CH2:49][NH:48][C:4](=[O:6])[C:3]2[CH:2]=[CH:10][C:9]([CH:11]([C:13]3[CH:14]=[CH:15][CH:16]=[CH:17][CH:18]=3)[CH3:12])=[CH:8][CH:7]=2)=[C:55]([CH3:56])[CH:54]=[C:53]([CH3:57])[N:52]=1. The yield is 0.900. (6) The reactants are [CH2:1]([NH:3][S:4]([C:7]1[CH:12]=[CH:11][C:10]([CH3:13])=[CH:9][CH:8]=1)(=[O:6])=[O:5])[CH3:2].C([O-])([O-])=O.[K+].[K+].CN[C@@H:22]1[CH2:27][CH2:26][CH2:25][CH2:24][C@H:23]1NC.IC1C=CC=CC=1. The catalyst is [Cu]I.C1(C)C=CC=CC=1. The product is [CH2:1]([N:3]([C:22]1[CH:27]=[CH:26][CH:25]=[CH:24][CH:23]=1)[S:4]([C:7]1[CH:12]=[CH:11][C:10]([CH3:13])=[CH:9][CH:8]=1)(=[O:6])=[O:5])[CH3:2]. The yield is 0.890. (7) The reactants are C[O:2][C:3]([C:5]1([C:8]2[CH:9]=[CH:10][C:11]3[O:15][C:14](=[O:16])[NH:13][C:12]=3[CH:17]=2)[CH2:7][CH2:6]1)=[O:4].O[Li].O. The catalyst is CO.O. The product is [O:16]=[C:14]1[NH:13][C:12]2[CH:17]=[C:8]([C:5]3([C:3]([OH:4])=[O:2])[CH2:7][CH2:6]3)[CH:9]=[CH:10][C:11]=2[O:15]1. The yield is 0.840. (8) The reactants are Cl.[NH2:2][C:3]1[CH:8]=[CH:7][C:6]([N:9]2[C:18]3[CH:17]=[CH:16][C:15]4[CH:19]=[CH:20][CH:21]=[CH:22][C:14]=4[C:13]=3[NH:12][C:11](=[O:23])[C:10]2=[O:24])=[CH:5][CH:4]=1.[N+:25]([C:28]1[CH:33]=[CH:32][CH:31]=[CH:30][C:29]=1[S:34](Cl)(=[O:36])=[O:35])([O-:27])=[O:26]. No catalyst specified. The product is [O:23]=[C:11]1[NH:12][C:13]2[C:14]3[CH:22]=[CH:21][CH:20]=[CH:19][C:15]=3[CH:16]=[CH:17][C:18]=2[N:9]([C:6]2[CH:7]=[CH:8][C:3]([NH:2][S:34]([C:29]3[CH:30]=[CH:31][CH:32]=[CH:33][C:28]=3[N+:25]([O-:27])=[O:26])(=[O:35])=[O:36])=[CH:4][CH:5]=2)[C:10]1=[O:24]. The yield is 0.460.